From a dataset of Reaction yield outcomes from USPTO patents with 853,638 reactions. Predict the reaction yield, written as a fraction of the theoretical maximum amount of product (1.0 means a 100% yield; for example, 0.34 means a 34% yield). (1) The reactants are [OH:1][N:2]1[C:6](=[O:7])[CH2:5][CH2:4][C:3]1=[O:8].[C:9]([O:13][C:14]([NH:16][C@@H:17]([CH2:21][CH3:22])[C:18](O)=[O:19])=[O:15])([CH3:12])([CH3:11])[CH3:10].C1CCC(N=C=NC2CCCCC2)CC1. The catalyst is C1COCC1. The product is [C:9]([O:13][C:14]([NH:16][C@@H:17]([CH2:21][CH3:22])[C:18]([O:1][N:2]1[C:6](=[O:7])[CH2:5][CH2:4][C:3]1=[O:8])=[O:19])=[O:15])([CH3:12])([CH3:11])[CH3:10]. The yield is 0.986. (2) The reactants are [Na].[CH2:2]([O:4][C:5](=[O:20])[CH:6]([NH:12][C:13]([O:15][C:16]([CH3:19])([CH3:18])[CH3:17])=[O:14])[C:7]([O:9][CH2:10][CH3:11])=[O:8])[CH3:3].[CH2:21](Br)[C:22]1[CH:27]=[CH:26][CH:25]=[CH:24][CH:23]=1. The catalyst is C(O)C. The product is [CH2:21]([C:6]([NH:12][C:13]([O:15][C:16]([CH3:18])([CH3:17])[CH3:19])=[O:14])([C:5]([O:4][CH2:2][CH3:3])=[O:20])[C:7]([O:9][CH2:10][CH3:11])=[O:8])[C:22]1[CH:27]=[CH:26][CH:25]=[CH:24][CH:23]=1. The yield is 0.880. (3) The reactants are [C:1]([C:3]1[C:4]([NH2:10])=[N:5][CH:6]=[C:7]([F:9])[CH:8]=1)#[CH:2].[CH2:11]([O:18][C:19]1[CH:24]=[CH:23][C:22]([CH2:25][C:26](Cl)=[N:27][OH:28])=[CH:21][CH:20]=1)[C:12]1[CH:17]=[CH:16][CH:15]=[CH:14][CH:13]=1.C(N(CC)CC)C. The catalyst is O1CCCC1. The product is [CH2:11]([O:18][C:19]1[CH:24]=[CH:23][C:22]([CH2:25][C:26]2[CH:2]=[C:1]([C:3]3[C:4]([NH2:10])=[N:5][CH:6]=[C:7]([F:9])[CH:8]=3)[O:28][N:27]=2)=[CH:21][CH:20]=1)[C:12]1[CH:13]=[CH:14][CH:15]=[CH:16][CH:17]=1. The yield is 0.600. (4) The reactants are [F:1][C:2]([F:26])([F:25])[C:3]1[CH:20]=[C:19]([C:21]([F:24])([F:23])[F:22])[CH:18]=[CH:17][C:4]=1[CH2:5][O:6][C:7]1[CH:14]=[CH:13][C:10]([CH:11]=O)=[C:9]([O:15][CH3:16])[CH:8]=1.[S:27]1[CH2:31][C:30](=[O:32])[NH:29][C:28]1=[O:33].N1CCCCC1. The catalyst is C(O)C. The product is [F:1][C:2]([F:25])([F:26])[C:3]1[CH:20]=[C:19]([C:21]([F:24])([F:23])[F:22])[CH:18]=[CH:17][C:4]=1[CH2:5][O:6][C:7]1[CH:14]=[CH:13][C:10](/[CH:11]=[C:31]2/[C:30](=[O:32])[NH:29][C:28](=[O:33])[S:27]/2)=[C:9]([O:15][CH3:16])[CH:8]=1. The yield is 0.930. (5) The reactants are [CH2:1]1[CH2:6][C@H:5]([C@H:7]([C:14]([OH:16])=[O:15])[C:8]2[CH:13]=[CH:12][CH:11]=[CH:10][CH:9]=2)[NH:4][CH2:3][CH2:2]1.[ClH:17].[CH3:18]O. No catalyst specified. The product is [CH3:18][O:15][C:14]([C@H:7]([C:8]1[CH:9]=[CH:10][CH:11]=[CH:12][CH:13]=1)[C@@H:5]1[NH:4][CH2:3][CH2:2][CH2:1][CH2:6]1)=[O:16].[ClH:17]. The yield is 0.700. (6) The reactants are [NH2:1][C:2]1([C:13]2[CH:18]=[CH:17][CH:16]=[CH:15][CH:14]=2)[CH2:7][CH2:6][CH2:5][N:4]([C:8]([CH3:12])([CH3:11])[C:9]#N)[CH2:3]1.C[Mg]Br. The catalyst is O1CCCC1.C(OCC)C. The product is [C:8]([N:4]1[CH2:5][CH2:6][CH2:7][C:2]([NH2:1])([C:13]2[CH:18]=[CH:17][CH:16]=[CH:15][CH:14]=2)[CH2:3]1)([CH3:12])([CH3:9])[CH3:11]. The yield is 0.630. (7) The reactants are [Cl:1][C:2]1[N:7]=[C:6]2[N:8]([CH2:11][C:12]3[C:21]4[C:16](=[CH:17][CH:18]=[CH:19][CH:20]=4)[CH:15]=[CH:14][CH:13]=3)[CH:9]=[N:10][C:5]2=[C:4](Cl)[CH:3]=1.[CH3:23][O-:24].[Na+]. The catalyst is CO.O. The product is [Cl:1][C:2]1[N:7]=[C:6]2[N:8]([CH2:11][C:12]3[C:21]4[C:16](=[CH:17][CH:18]=[CH:19][CH:20]=4)[CH:15]=[CH:14][CH:13]=3)[CH:9]=[N:10][C:5]2=[C:4]([O:24][CH3:23])[CH:3]=1. The yield is 0.696.